This data is from Full USPTO retrosynthesis dataset with 1.9M reactions from patents (1976-2016). The task is: Predict the reactants needed to synthesize the given product. Given the product [C:40]([CH2:42][C:43]([N:25]1[CH2:24][CH2:23][CH:22]([CH:20]2[O:19][N:18]=[C:17]([C:15]3[N:14]=[C:13]([CH3:28])[N:12]=[C:11]([C:9]([NH:8][CH2:7][C:6]4[CH:29]=[CH:30][C:3]([F:2])=[C:4]([O:31][CH3:32])[CH:5]=4)=[O:10])[CH:16]=3)[CH2:21]2)[CH2:27][CH2:26]1)=[O:44])#[N:41], predict the reactants needed to synthesize it. The reactants are: Cl.[F:2][C:3]1[CH:30]=[CH:29][C:6]([CH2:7][NH:8][C:9]([C:11]2[CH:16]=[C:15]([C:17]3[CH2:21][CH:20]([CH:22]4[CH2:27][CH2:26][NH:25][CH2:24][CH2:23]4)[O:19][N:18]=3)[N:14]=[C:13]([CH3:28])[N:12]=2)=[O:10])=[CH:5][C:4]=1[O:31][CH3:32].C(N(CC)CC)C.[C:40]([CH2:42][C:43](OCC)=[O:44])#[N:41].